From a dataset of Catalyst prediction with 721,799 reactions and 888 catalyst types from USPTO. Predict which catalyst facilitates the given reaction. (1) Product: [CH:35]1([CH2:41][N:42]([CH3:73])[C:43]([CH2:45][O:34][C@@H:10]2[CH2:9][NH:8][CH2:12][C@H:11]2[CH2:13][N:14]([CH:31]([CH3:33])[CH3:32])[C:15](=[O:30])[C:16]2[CH:21]=[CH:20][C:19]([O:22][CH3:23])=[C:18]([O:24][CH2:25][CH2:26][CH2:27][O:28][CH3:29])[CH:17]=2)=[O:44])[CH2:40][CH2:39][CH2:38][CH2:37][CH2:36]1. The catalyst class is: 23. Reactant: C(OC([N:8]1[CH2:12][C@@H:11]([CH2:13][N:14]([CH:31]([CH3:33])[CH3:32])[C:15](=[O:30])[C:16]2[CH:21]=[CH:20][C:19]([O:22][CH3:23])=[C:18]([O:24][CH2:25][CH2:26][CH2:27][O:28][CH3:29])[CH:17]=2)[C@H:10]([OH:34])[CH2:9]1)=O)(C)(C)C.[CH:35]1([CH2:41][N:42]([CH3:73])[C:43]([CH2:45]N[C@@H]2CNC[C@H]2CN(C(C)C)C(=O)C2C=CC(OC)=C(OCCCOC)C=2)=[O:44])[CH2:40][CH2:39][CH2:38][CH2:37][CH2:36]1.CC#N.O. (2) Reactant: [Cl:1][C:2]1[CH:3]=[C:4]([C:8]2[O:12][N:11]=[C:10]([C@@H:13]3[N:17]4[CH2:18][CH2:19][NH:20][CH2:21][C@@H:16]4[CH2:15][CH2:14]3)[CH:9]=2)[CH:5]=[CH:6][CH:7]=1.Cl[C:23]1[C:24]([C:29]#[N:30])=[N:25][CH:26]=[CH:27][N:28]=1.CCN(CC)CC. Product: [Cl:1][C:2]1[CH:3]=[C:4]([C:8]2[O:12][N:11]=[C:10]([C@@H:13]3[N:17]4[CH2:18][CH2:19][N:20]([C:23]5[C:24]([C:29]#[N:30])=[N:25][CH:26]=[CH:27][N:28]=5)[CH2:21][C@@H:16]4[CH2:15][CH2:14]3)[CH:9]=2)[CH:5]=[CH:6][CH:7]=1. The catalyst class is: 1. (3) Reactant: Br[CH2:2][C:3]([N:5]1[C:14]2[C:9](=[CH:10][C:11]([O:18][CH3:19])=[C:12]([N+:15]([O-:17])=[O:16])[CH:13]=2)[C:8]([CH3:21])([CH3:20])[CH2:7][CH2:6]1)=[O:4].C(=O)([O-])[O-].[K+].[K+].[CH3:28][NH:29][CH3:30]. Product: [CH3:20][C:8]1([CH3:21])[C:9]2[C:14](=[CH:13][C:12]([N+:15]([O-:17])=[O:16])=[C:11]([O:18][CH3:19])[CH:10]=2)[N:5]([C:3](=[O:4])[CH2:2][N:29]([CH3:30])[CH3:28])[CH2:6][CH2:7]1. The catalyst class is: 30. (4) Reactant: F[C:2]1[C:3]([N+:14]([O-:16])=[O:15])=[C:4]([N:8]2[CH2:13][CH2:12][CH2:11][CH2:10][CH2:9]2)[CH:5]=[CH:6][CH:7]=1.CN(C=O)C.[N-:22]=[N+:23]=[N-:24].[Na+]. Product: [N:22]([C:6]1[CH:7]=[CH:2][C:3]([N+:14]([O-:16])=[O:15])=[C:4]([N:8]2[CH2:13][CH2:12][CH2:11][CH2:10][CH2:9]2)[CH:5]=1)=[N+:23]=[N-:24]. The catalyst class is: 25. (5) Reactant: [O:1]1[CH:5]=[CH:4][CH:3]=[C:2]1[C:6]1[N:11]=[C:10]2[NH:12][N:13]=[CH:14][C:9]2=[CH:8][C:7]=1[C:15]1[CH:20]=[CH:19][N:18]=[C:17](S(C)(=O)=O)[N:16]=1.[H-].[Na+].Cl. Product: [O:1]1[CH:5]=[CH:4][CH:3]=[C:2]1[C:6]1[N:11]=[C:10]2[NH:12][N:13]=[CH:14][C:9]2=[CH:8][C:7]=1[C:15]1[CH:20]=[CH:19][N:18]=[C:17]([O:1][CH:2]([CH3:6])[CH3:3])[N:16]=1. The catalyst class is: 252. (6) Reactant: [CH3:1][O:2][C:3]1[CH:4]=[C:5]2[C:10](=[CH:11][C:12]=1[O:13][CH3:14])[N:9]=[CH:8][CH:7]=[C:6]2[O:15][C:16]1[CH:22]=[CH:21][C:19]([NH2:20])=[C:18]([O:23][CH3:24])[CH:17]=1.C(N(CC)CC)C.ClC(Cl)(O[C:36](=[O:42])OC(Cl)(Cl)Cl)Cl.[CH:44]([N:47]([CH:51]([CH3:53])[CH3:52])[CH2:48][CH2:49][NH2:50])([CH3:46])[CH3:45]. Product: [CH:44]([N:47]([CH:51]([CH3:53])[CH3:52])[CH2:48][CH2:49][NH:50][C:36]([NH:20][C:19]1[CH:21]=[CH:22][C:16]([O:15][C:6]2[C:5]3[C:10](=[CH:11][C:12]([O:13][CH3:14])=[C:3]([O:2][CH3:1])[CH:4]=3)[N:9]=[CH:8][CH:7]=2)=[CH:17][C:18]=1[O:23][CH3:24])=[O:42])([CH3:46])[CH3:45]. The catalyst class is: 146.